This data is from Full USPTO retrosynthesis dataset with 1.9M reactions from patents (1976-2016). The task is: Predict the reactants needed to synthesize the given product. (1) Given the product [N:27]1([C:24]([CH:12]2[CH2:13][N:14]([C:17]([O:19][C:20]([CH3:21])([CH3:22])[CH3:23])=[O:18])[CH2:15][CH2:16][N:11]2[C:9]([O:8][CH2:1][C:2]2[CH:7]=[CH:6][CH:5]=[CH:4][CH:3]=2)=[O:10])=[O:25])[CH2:32][CH2:31][O:30][CH2:29][CH2:28]1, predict the reactants needed to synthesize it. The reactants are: [CH2:1]([O:8][C:9]([N:11]1[CH2:16][CH2:15][N:14]([C:17]([O:19][C:20]([CH3:23])([CH3:22])[CH3:21])=[O:18])[CH2:13][CH:12]1[C:24](O)=[O:25])=[O:10])[C:2]1[CH:7]=[CH:6][CH:5]=[CH:4][CH:3]=1.[NH:27]1[CH2:32][CH2:31][O:30][CH2:29][CH2:28]1.C1C=CC2N(O)N=NC=2C=1.CCN=C=NCCCN(C)C.Cl. (2) Given the product [CH:1]1([NH:6][C:7]2[N:12]3[N:13]=[C:14]([C:19]4[CH:20]=[CH:21][N:22]=[CH:23][CH:24]=4)[C:15]([C:16](=[O:18])[CH:17]=[CH:28][N:29]([CH3:31])[CH3:30])=[C:11]3[CH:10]=[CH:9][CH:8]=2)[CH2:2][CH2:3][CH2:4][CH2:5]1, predict the reactants needed to synthesize it. The reactants are: [CH:1]1([NH:6][C:7]2[N:12]3[N:13]=[C:14]([C:19]4[CH:24]=[CH:23][N:22]=[CH:21][CH:20]=4)[C:15]([C:16](=[O:18])[CH3:17])=[C:11]3[CH:10]=[CH:9][CH:8]=2)[CH2:5][CH2:4][CH2:3][CH2:2]1.O.CO[CH:28](OC)[N:29]([CH3:31])[CH3:30]. (3) Given the product [CH2:28]([NH:27][C:25](=[O:26])[C:24]([S:23][C:20]1[CH:21]=[CH:22][C:17](/[CH:16]=[C:15](\[F:32])/[C:11]2[CH:12]=[C:13]([CH3:14])[N:9]([CH2:8][C:5]3[CH:6]=[N:7][C:2]([NH:34][CH3:33])=[CH:3][CH:4]=3)[N:10]=2)=[CH:18][CH:19]=1)([CH3:31])[CH3:30])[CH3:29], predict the reactants needed to synthesize it. The reactants are: Cl[C:2]1[N:7]=[CH:6][C:5]([CH2:8][N:9]2[C:13]([CH3:14])=[CH:12][C:11](/[C:15](/[F:32])=[CH:16]/[C:17]3[CH:22]=[CH:21][C:20]([S:23][C:24]([CH3:31])([CH3:30])[C:25]([NH:27][CH2:28][CH3:29])=[O:26])=[CH:19][CH:18]=3)=[N:10]2)=[CH:4][CH:3]=1.[CH3:33][NH2:34]. (4) Given the product [Br:15][C:16]1[CH:23]=[CH:22][C:19]([C:20]2[N:7]([C:1]3[CH:2]=[CH:3][CH:4]=[CH:5][CH:6]=3)[C:8]3[CH:13]=[CH:12][CH:11]=[CH:10][C:9]=3[N:14]=2)=[CH:18][CH:17]=1, predict the reactants needed to synthesize it. The reactants are: [C:1]1([NH:7][C:8]2[CH:13]=[CH:12][CH:11]=[CH:10][C:9]=2[NH2:14])[CH:6]=[CH:5][CH:4]=[CH:3][CH:2]=1.[Br:15][C:16]1[CH:23]=[CH:22][C:19]([CH:20]=O)=[CH:18][CH:17]=1.CC1C=CC(S(O)(=O)=O)=CC=1. (5) The reactants are: [CH3:1][O:2][C:3]1[CH:8]=[CH:7][C:6]([NH2:9])=[CH:5][N:4]=1.C(O[CH:13]=[C:14]([C:20](=[O:23])[CH2:21][CH3:22])[C:15]([O:17][CH2:18][CH3:19])=[O:16])C. Given the product [CH3:1][O:2][C:3]1[N:4]=[CH:5][C:6]([NH:9][CH:13]=[C:14]([C:20](=[O:23])[CH2:21][CH3:22])[C:15]([O:17][CH2:18][CH3:19])=[O:16])=[CH:7][CH:8]=1, predict the reactants needed to synthesize it. (6) Given the product [CH3:1][O:2][C:3]1[CH:8]=[CH:7][CH:6]=[C:5]([O:9][CH3:10])[C:4]=1[CH2:22][C:21]1[CH:24]=[CH:25][C:18]([CH2:16][CH3:17])=[CH:19][CH:20]=1, predict the reactants needed to synthesize it. The reactants are: [CH3:1][O:2][C:3]1[CH:8]=[CH:7][CH:6]=[C:5]([O:9][CH3:10])[CH:4]=1.C([Li])CCC.[CH2:16]([C:18]1[CH:25]=[CH:24][C:21]([CH2:22]Br)=[CH:20][CH:19]=1)[CH3:17].[Cl-].[NH4+]. (7) Given the product [Cl:1][C:2]1[CH:3]=[C:4]([N:11]2[C:20]3[C:15](=[CH:16][C:17]([S:21]([NH:42][C:39]4[CH:40]=[CH:41][O:37][N:38]=4)(=[O:22])=[O:23])=[CH:18][CH:19]=3)[CH:14]=[CH:13][C:12]2=[O:36])[C:5]([O:9][CH3:10])=[N:6][C:7]=1[Cl:8], predict the reactants needed to synthesize it. The reactants are: [Cl:1][C:2]1[CH:3]=[C:4]([N:11]2[C:20]3[C:15](=[CH:16][C:17]([S:21](OC4C(F)=C(F)C(F)=C(F)C=4F)(=[O:23])=[O:22])=[CH:18][CH:19]=3)[CH:14]=[CH:13][C:12]2=[O:36])[C:5]([O:9][CH3:10])=[N:6][C:7]=1[Cl:8].[O:37]1[CH:41]=[CH:40][C:39]([NH2:42])=[N:38]1.C1COCC1.C[Si]([N-][Si](C)(C)C)(C)C.[Li+].